Dataset: Forward reaction prediction with 1.9M reactions from USPTO patents (1976-2016). Task: Predict the product of the given reaction. Given the reactants [CH:1]1([CH2:6][C@H:7]([C:21]2[CH:26]=[CH:25][C:24]([S:27]([CH3:30])(=[O:29])=[O:28])=[CH:23][CH:22]=2)[C:8]([NH:10][C:11]2[S:12][C:13]([S:16][CH2:17][C:18](O)=[O:19])=[CH:14][N:15]=2)=[O:9])[CH2:5][CH2:4][CH2:3][CH2:2]1.[NH:31]1[CH2:36][CH2:35][CH2:34][CH2:33][CH2:32]1, predict the reaction product. The product is: [CH:1]1([CH2:6][C@H:7]([C:21]2[CH:22]=[CH:23][C:24]([S:27]([CH3:30])(=[O:28])=[O:29])=[CH:25][CH:26]=2)[C:8]([NH:10][C:11]2[S:12][C:13]([S:16][CH2:17][C:18](=[O:19])[N:31]3[CH2:36][CH2:35][CH2:34][CH2:33][CH2:32]3)=[CH:14][N:15]=2)=[O:9])[CH2:2][CH2:3][CH2:4][CH2:5]1.